From a dataset of Catalyst prediction with 721,799 reactions and 888 catalyst types from USPTO. Predict which catalyst facilitates the given reaction. (1) Reactant: [CH:1]1([CH:7]([NH:19][C:20]2[CH:25]=[CH:24][C:23]([C:26]([N:28]([CH3:36])[CH2:29][CH2:30][C:31]([O:33][CH2:34][CH3:35])=[O:32])=[O:27])=[CH:22][CH:21]=2)[C:8]2[O:9][C:10]3[CH:17]=[CH:16][C:15]([OH:18])=[CH:14][C:11]=3[C:12]=2[CH3:13])[CH2:6][CH2:5][CH2:4][CH2:3][CH2:2]1.[N:37]1[CH:42]=[CH:41][CH:40]=[C:39]([CH2:43]O)[CH:38]=1.C(P(CCCC)CCCC)CCC.N(C(N1CCCCC1)=O)=NC(N1CCCCC1)=O. Product: [CH:1]1([CH:7]([NH:19][C:20]2[CH:21]=[CH:22][C:23]([C:26]([N:28]([CH3:36])[CH2:29][CH2:30][C:31]([O:33][CH2:34][CH3:35])=[O:32])=[O:27])=[CH:24][CH:25]=2)[C:8]2[O:9][C:10]3[CH:17]=[CH:16][C:15]([O:18][CH2:43][C:39]4[CH:38]=[N:37][CH:42]=[CH:41][CH:40]=4)=[CH:14][C:11]=3[C:12]=2[CH3:13])[CH2:6][CH2:5][CH2:4][CH2:3][CH2:2]1. The catalyst class is: 7. (2) Reactant: [NH2:1][CH2:2][C:3]([O:5][C:6]([CH3:9])([CH3:8])[CH3:7])=[O:4].Cl.Cl[C:12]1[C:17]([N+:18]([O-:20])=[O:19])=[CH:16][CH:15]=[CH:14][N:13]=1.CCN(C(C)C)C(C)C. Product: [C:6]([O:5][C:3](=[O:4])[CH2:2][NH:1][C:12]1[C:17]([N+:18]([O-:20])=[O:19])=[CH:16][CH:15]=[CH:14][N:13]=1)([CH3:9])([CH3:8])[CH3:7]. The catalyst class is: 23. (3) Reactant: [NH2:1][CH:2]1[CH2:7][CH2:6][CH2:5][N:4]([C:8]2[C:17]([O:18][CH3:19])=[C:16]3[C:11]([C:12](=[O:26])[C:13]([C:23]([OH:25])=[O:24])=[CH:14][N:15]3[CH:20]3[CH2:22][CH2:21]3)=[CH:10][CH:9]=2)[CH2:3]1.[ClH:27]. Product: [ClH:27].[ClH:27].[NH2:1][CH:2]1[CH2:7][CH2:6][CH2:5][N:4]([C:8]2[C:17]([O:18][CH3:19])=[C:16]3[C:11]([C:12](=[O:26])[C:13]([C:23]([OH:25])=[O:24])=[CH:14][N:15]3[CH:20]3[CH2:22][CH2:21]3)=[CH:10][CH:9]=2)[CH2:3]1. The catalyst class is: 8. (4) Reactant: Br[C:2]1[CH:10]=[C:9]([F:11])[CH:8]=[C:7]2[C:3]=1[CH:4]=[N:5][N:6]2[CH3:12].C([Sn](CCCC)(CCCC)[C:18]([O:20][CH2:21][CH3:22])=[CH2:19])CCC. Product: [CH2:21]([O:20][C:18]([C:2]1[CH:10]=[C:9]([F:11])[CH:8]=[C:7]2[C:3]=1[CH:4]=[N:5][N:6]2[CH3:12])=[CH2:19])[CH3:22]. The catalyst class is: 37. (5) Reactant: Cl.[NH2:2][C@H:3]([C:8]([O:10][CH3:11])=[O:9])[CH2:4][CH:5]([CH3:7])[CH3:6].C(N(CC)CC)C.[F:19][C:20]1[CH:30]=[CH:29][CH:28]=[CH:27][C:21]=1[CH:22]=[CH:23][C:24](O)=[O:25].CCN=C=NCCCN(C)C.Cl. Product: [F:19][C:20]1[CH:30]=[CH:29][CH:28]=[CH:27][C:21]=1[CH:22]=[CH:23][C:24]([NH:2][C@H:3]([C:8]([O:10][CH3:11])=[O:9])[CH2:4][CH:5]([CH3:7])[CH3:6])=[O:25]. The catalyst class is: 2. (6) Reactant: Br[C:2]1[CH:3]=[C:4]([CH:9]=[CH:10][C:11]=1[O:12][CH:13]([CH3:15])[CH3:14])[C:5]([O:7][CH3:8])=[O:6].[Cu][C:17]#[N:18].C(OCC)(=O)C. Product: [C:17]([C:2]1[CH:3]=[C:4]([CH:9]=[CH:10][C:11]=1[O:12][CH:13]([CH3:15])[CH3:14])[C:5]([O:7][CH3:8])=[O:6])#[N:18]. The catalyst class is: 60.